Dataset: Full USPTO retrosynthesis dataset with 1.9M reactions from patents (1976-2016). Task: Predict the reactants needed to synthesize the given product. (1) Given the product [ClH:11].[Cl:11][C:12]1[CH:13]=[C:14]([O:10][CH:9]2[CH2:8][NH:7][CH2:6][C:5]3[O:1][CH:2]=[CH:3][C:4]2=3)[CH:15]=[CH:16][C:17]=1[Cl:18], predict the reactants needed to synthesize it. The reactants are: [O:1]1[C:5]2[CH2:6][NH:7][CH2:8][CH:9]([OH:10])[C:4]=2[CH:3]=[CH:2]1.[Cl:11][C:12]1[CH:13]=[C:14](F)[CH:15]=[CH:16][C:17]=1[Cl:18]. (2) The reactants are: [OH:1][CH2:2][CH2:3][CH2:4][CH2:5][C:6]([N:8]([O:10][CH3:11])[CH3:9])=[O:7].[H-].[Na+].I[CH3:15]. Given the product [CH3:11][O:10][N:8]([CH3:9])[C:6](=[O:7])[CH2:5][CH2:4][CH2:3][CH2:2][O:1][CH3:15], predict the reactants needed to synthesize it. (3) Given the product [N:40]1[C:39]([C:36]2[CH:37]=[CH:38][C:33]([C:2]3[C:10]4[C:5](=[N:6][CH:7]=[N:8][C:9]=4[NH2:11])[N:4]([C@H:12]4[CH2:17][CH2:16][C@@H:15]([N:18]5[CH2:23][CH2:22][N:21]([CH3:24])[CH2:20][CH2:19]5)[CH2:14][CH2:13]4)[N:3]=3)=[CH:34][CH:35]=2)=[CH:47][N:42]2[CH:43]=[CH:44][CH:45]=[CH:46][C:41]=12.[N:21]1[C:22]([C:62]2[CH:63]=[CH:64][C:59]([C:58]3[C:51]4[C:52](=[N:53][CH:54]=[N:55][C:50]=4[NH2:49])[N:56]([C@H:76]4[CH2:81][CH2:80][C@@H:79]([N:82]5[CH2:83][CH2:84][N:85]([CH3:88])[CH2:86][CH2:87]5)[CH2:78][CH2:77]4)[N:57]=3)=[CH:60][CH:61]=2)=[CH:23][N:18]2[CH:15]=[CH:16][CH:17]=[CH:19][C:20]=12, predict the reactants needed to synthesize it. The reactants are: I[C:2]1[C:10]2[C:5](=[N:6][CH:7]=[N:8][C:9]=2[NH2:11])[N:4]([C@H:12]2[CH2:17][CH2:16][C@@H:15]([N:18]3[CH2:23][CH2:22][N:21]([CH3:24])[CH2:20][CH2:19]3)[CH2:14][CH2:13]2)[N:3]=1.CC1(C)C(C)(C)OB([C:33]2[CH:38]=[CH:37][C:36]([C:39]3[N:40]=[C:41]4[CH:46]=[CH:45][CH:44]=[CH:43][N:42]4[CH:47]=3)=[CH:35][CH:34]=2)O1.[NH2:49][C:50]1[N:55]=[CH:54][N:53]=[C:52]2[N:56]([C@H:76]3[CH2:81][CH2:80][C@@H:79]([N:82]4[CH2:87][CH2:86][N:85]([CH3:88])[CH2:84][CH2:83]4)[CH2:78][CH2:77]3)[N:57]=[C:58]([C:59]3[CH:64]=[CH:63][C:62](NC4OC5C=CC=CC=5N=4)=[C:61](F)[CH:60]=3)[C:51]=12. (4) Given the product [F:21][C:20]([F:23])([F:22])[C:18]([OH:24])=[O:19].[CH3:1][O:2][C:3](=[O:17])[CH2:4][NH:5][C:6](=[O:16])[CH2:7][NH2:8], predict the reactants needed to synthesize it. The reactants are: [CH3:1][O:2][C:3](=[O:17])[CH2:4][NH:5][C:6](=[O:16])[CH2:7][NH:8]C(OC(C)(C)C)=O.[C:18]([OH:24])([C:20]([F:23])([F:22])[F:21])=[O:19]. (5) Given the product [Cl:1][C:2]1[CH:7]=[CH:6][C:5]([CH:8]2[C:12]3[N:13]([CH:22]([CH3:24])[CH3:23])[C:14]([C:16]4[CH2:17][CH2:18][N:19]([C:38]([O:40][CH3:41])=[O:39])[CH2:20][CH:21]=4)=[N:15][C:11]=3[C:10](=[O:25])[N:9]2[C:26]2[CH:27]=[C:28]([CH3:36])[C:29]3[N:30]([C:32]([CH3:35])=[N:33][N:34]=3)[CH:31]=2)=[CH:4][CH:3]=1, predict the reactants needed to synthesize it. The reactants are: [Cl:1][C:2]1[CH:7]=[CH:6][C:5]([CH:8]2[C:12]3[N:13]([CH:22]([CH3:24])[CH3:23])[C:14]([C:16]4[CH2:17][CH2:18][NH:19][CH2:20][CH:21]=4)=[N:15][C:11]=3[C:10](=[O:25])[N:9]2[C:26]2[CH:27]=[C:28]([CH3:36])[C:29]3[N:30]([C:32]([CH3:35])=[N:33][N:34]=3)[CH:31]=2)=[CH:4][CH:3]=1.Cl[C:38]([O:40][CH3:41])=[O:39].C([O-])(O)=O.[Na+]. (6) Given the product [C:24]([N:8]1[C:9]2[N:10]=[C:11]([NH:14][C:15](=[O:23])[C:16]3[CH:21]=[CH:20][C:19]([CH3:22])=[CH:18][CH:17]=3)[S:12][C:13]=2[C:6]([C:4]([OH:5])=[O:3])=[CH:7]1)([CH3:27])([CH3:25])[CH3:26], predict the reactants needed to synthesize it. The reactants are: C([O:3][C:4]([C:6]1[C:13]2[S:12][C:11]([NH:14][C:15](=[O:23])[C:16]3[CH:21]=[CH:20][C:19]([CH3:22])=[CH:18][CH:17]=3)=[N:10][C:9]=2[N:8]([C:24]([CH3:27])([CH3:26])[CH3:25])[CH:7]=1)=[O:5])C.[OH-].[Li+].